This data is from Full USPTO retrosynthesis dataset with 1.9M reactions from patents (1976-2016). The task is: Predict the reactants needed to synthesize the given product. (1) Given the product [Cl:1][C:2]1[CH:3]=[CH:4][C:5]([C:8]2[N:12]([CH2:13][C:14]3[CH:19]=[CH:18][CH:17]=[CH:16][C:15]=3[F:20])[C:11](=[O:21])[N:10]([CH2:22][C:23]([NH:27][CH:28]([C:38]3[CH:43]=[CH:42][CH:41]=[CH:40][C:39]=3[C:44]([F:45])([F:46])[F:47])[C:29]([NH:31][C:32]([CH3:37])([C:34]([NH2:36])=[O:35])[CH3:33])=[O:30])=[O:24])[N:9]=2)=[CH:6][CH:7]=1, predict the reactants needed to synthesize it. The reactants are: [Cl:1][C:2]1[CH:7]=[CH:6][C:5]([C:8]2[N:12]([CH2:13][C:14]3[CH:19]=[CH:18][CH:17]=[CH:16][C:15]=3[F:20])[C:11](=[O:21])[N:10]([CH2:22][C:23](O)=[O:24])[N:9]=2)=[CH:4][CH:3]=1.Cl.[NH2:27][CH:28]([C:38]1[CH:43]=[CH:42][CH:41]=[CH:40][C:39]=1[C:44]([F:47])([F:46])[F:45])[C:29]([NH:31][C:32]([CH3:37])([C:34]([NH2:36])=[O:35])[CH3:33])=[O:30]. (2) Given the product [CH2:9]([O:16][C:17]([N:19]1[CH2:23][CH2:22][CH:21]([OH:24])[CH2:20]1)=[O:18])[C:10]1[CH:11]=[CH:12][CH:13]=[CH:14][CH:15]=1, predict the reactants needed to synthesize it. The reactants are: CCCCCCCC.[CH2:9]([O:16][C:17]([N:19]1[CH2:23][CH2:22][CH2:21][CH2:20]1)=[O:18])[C:10]1[CH:15]=[CH:14][CH:13]=[CH:12][CH:11]=1.[O:24]=C[C@@H]([C@H]([C@@H]([C@@H](CO)O)O)O)O. (3) Given the product [Si:1]([O:8][CH2:9][C:10]1[N:11]([CH3:28])[C:12]2[C:17]([CH:18]=1)=[CH:16][C:15]1[C:19](=[O:24])[CH2:20][CH2:21][CH:22]=[C:25]([CH3:27])[C:14]=1[CH:13]=2)([C:4]([CH3:7])([CH3:5])[CH3:6])([CH3:3])[CH3:2], predict the reactants needed to synthesize it. The reactants are: [Si:1]([O:8][CH2:9][C:10]1[N:11]([CH3:28])[C:12]2[C:17]([CH:18]=1)=[CH:16][C:15]([C:19](=[O:24])[CH2:20][CH2:21][CH:22]=C)=[C:14]([C:25]([CH3:27])=C)[CH:13]=2)([C:4]([CH3:7])([CH3:6])[CH3:5])([CH3:3])[CH3:2]. (4) Given the product [CH2:36]([O:35][C:30](=[O:34])[CH2:31][CH:32]1[S:29][C:27]([C:15]2[NH:16][C:17]3[C:13]([CH:14]=2)=[CH:12][C:11]([O:10][C:7]2[CH:8]=[N:9][C:4]([CH2:3][O:2][CH3:1])=[CH:5][CH:6]=2)=[CH:19][C:18]=3[O:20][CH:21]2[CH2:26][CH2:25][O:24][CH2:23][CH2:22]2)=[N:28][CH2:33]1)[CH3:37], predict the reactants needed to synthesize it. The reactants are: [CH3:1][O:2][CH2:3][C:4]1[N:9]=[CH:8][C:7]([O:10][C:11]2[CH:12]=[C:13]3[C:17](=[C:18]([O:20][CH:21]4[CH2:26][CH2:25][O:24][CH2:23][CH2:22]4)[CH:19]=2)[NH:16][C:15]([C:27](=[S:29])[NH2:28])=[CH:14]3)=[CH:6][CH:5]=1.[C:30]([O:35][CH2:36][CH3:37])(=[O:34])[C:31]#[C:32][CH3:33].C(P(CCCC)CCCC)CCC.C(OCC)(=O)C.